From a dataset of Forward reaction prediction with 1.9M reactions from USPTO patents (1976-2016). Predict the product of the given reaction. (1) Given the reactants C(Cl)(=O)C([Cl:4])=O.[C:7]([C:9]1[C:14](=O)[NH:13][C:12]([C:16]([F:19])([F:18])[F:17])=[C:11]([C:20]([O:22][CH2:23][CH3:24])=[O:21])[CH:10]=1)#[N:8], predict the reaction product. The product is: [Cl:4][C:14]1[C:9]([C:7]#[N:8])=[CH:10][C:11]([C:20]([O:22][CH2:23][CH3:24])=[O:21])=[C:12]([C:16]([F:19])([F:18])[F:17])[N:13]=1. (2) Given the reactants [NH2:1][C:2]1[C:3]([C:23]([NH:25][C:26]2[CH:27]=[N:28][CH:29]=[CH:30][CH:31]=2)=[O:24])=[N:4][C:5]([C:8]2[CH:13]=[CH:12][C:11]([CH2:14][CH2:15][CH2:16][NH:17][CH2:18][CH2:19][CH2:20][O:21][CH3:22])=[CH:10][CH:9]=2)=[CH:6][N:7]=1.[C:32]1([S:38]([OH:41])(=[O:40])=[O:39])[CH:37]=[CH:36][CH:35]=[CH:34][CH:33]=1, predict the reaction product. The product is: [S:38]([C:32]1[CH:37]=[CH:36][CH:35]=[CH:34][CH:33]=1)([OH:41])(=[O:40])=[O:39].[NH2:1][C:2]1[C:3]([C:23]([NH:25][C:26]2[CH:27]=[N:28][CH:29]=[CH:30][CH:31]=2)=[O:24])=[N:4][C:5]([C:8]2[CH:9]=[CH:10][C:11]([CH2:14][CH2:15][CH2:16][NH:17][CH2:18][CH2:19][CH2:20][O:21][CH3:22])=[CH:12][CH:13]=2)=[CH:6][N:7]=1. (3) Given the reactants Br[C:2]1[CH:7]=[CH:6][CH:5]=[CH:4][N:3]=1.C([Li])CCC.[CH2:13]([O:20][C:21]1[CH:28]=[CH:27][C:24]([CH:25]=[O:26])=[CH:23][C:22]=1[O:29][CH2:30][CH3:31])[C:14]1[CH:19]=[CH:18][CH:17]=[CH:16][CH:15]=1.[Cl-].[NH4+], predict the reaction product. The product is: [CH2:13]([O:20][C:21]1[CH:28]=[CH:27][C:24]([CH:25]([C:2]2[CH:7]=[CH:6][CH:5]=[CH:4][N:3]=2)[OH:26])=[CH:23][C:22]=1[O:29][CH2:30][CH3:31])[C:14]1[CH:19]=[CH:18][CH:17]=[CH:16][CH:15]=1. (4) Given the reactants [CH2:1]1[C:4]2([CH2:8][CH2:7][NH:6][CH2:5]2)[CH2:3][O:2]1.F[C:10]1[CH:17]=[CH:16][C:15]([C:18]2[N:23]=[C:22]([NH:24][C:25]3[CH:30]=[CH:29][C:28]([N:31]4[CH2:36][CH2:35][N:34]([CH:37]5[CH2:40][O:39][CH2:38]5)[CH2:33][CH2:32]4)=[CH:27][CH:26]=3)[N:21]=[CH:20][N:19]=2)=[CH:14][C:11]=1[C:12]#[N:13], predict the reaction product. The product is: [O:39]1[CH2:38][CH:37]([N:34]2[CH2:35][CH2:36][N:31]([C:28]3[CH:27]=[CH:26][C:25]([NH:24][C:22]4[N:21]=[CH:20][N:19]=[C:18]([C:15]5[CH:16]=[CH:17][C:10]([N:6]6[CH2:7][CH2:8][C:4]7([CH2:3][O:2][CH2:1]7)[CH2:5]6)=[C:11]([CH:14]=5)[C:12]#[N:13])[N:23]=4)=[CH:30][CH:29]=3)[CH2:32][CH2:33]2)[CH2:40]1. (5) Given the reactants C(NC(C)C)(C)C.[CH3:8][O:9][C:10]1[CH:11]=[CH:12][C:13]([C:17]#[C:18][Si:19]([CH3:22])([CH3:21])[CH3:20])=[C:14]([OH:16])[CH:15]=1.[CH3:23][Si:24]([CH3:31])([CH3:30])[CH2:25][CH2:26][O:27][CH2:28]Cl.Cl, predict the reaction product. The product is: [CH3:8][O:9][C:10]1[CH:11]=[CH:12][C:13]([C:17]#[C:18][Si:19]([CH3:20])([CH3:22])[CH3:21])=[C:14]([O:16][CH2:28][O:27][CH2:26][CH2:25][Si:24]([CH3:31])([CH3:30])[CH3:23])[CH:15]=1. (6) Given the reactants Cl.[F:2][C:3]1[CH:11]=[C:10]2[C:6]([C:7]([C:21]3[CH:22]=[N:23][N:24]([CH:26]4[CH2:31][CH2:30][NH:29][CH2:28][CH2:27]4)[CH:25]=3)=[CH:8][N:9]2[S:12]([C:15]2[CH:20]=[CH:19][CH:18]=[CH:17][CH:16]=2)(=[O:14])=[O:13])=[CH:5][CH:4]=1.CCN(CC)CC.[CH:39]1([S:42](Cl)(=[O:44])=[O:43])[CH2:41][CH2:40]1, predict the reaction product. The product is: [CH:39]1([S:42]([N:29]2[CH2:30][CH2:31][CH:26]([N:24]3[CH:25]=[C:21]([C:7]4[C:6]5[C:10](=[CH:11][C:3]([F:2])=[CH:4][CH:5]=5)[N:9]([S:12]([C:15]5[CH:16]=[CH:17][CH:18]=[CH:19][CH:20]=5)(=[O:13])=[O:14])[CH:8]=4)[CH:22]=[N:23]3)[CH2:27][CH2:28]2)(=[O:44])=[O:43])[CH2:41][CH2:40]1.